Dataset: Full USPTO retrosynthesis dataset with 1.9M reactions from patents (1976-2016). Task: Predict the reactants needed to synthesize the given product. (1) Given the product [CH2:8]([CH:10]([CH2:13][CH2:14][CH2:15][CH3:16])[CH2:11][C:3]1[C:4](=[O:6])[NH:26][CH:27]=[CH:28][CH:1]=1)[CH3:9], predict the reactants needed to synthesize it. The reactants are: [C:1]([CH2:3][C:4]([O:6]C)=O)#N.[CH2:8]([CH:10]([CH2:13][CH2:14][CH2:15][CH3:16])[CH2:11]N)[CH3:9].C(OCC)(=O)CC(C)=O.[NH:26]1CCC[CH2:28][CH2:27]1.Cl. (2) The reactants are: Cl[C:2]1[N:7]=[C:6]([C:8]2[CH:9]=[C:10]([NH:14][C:15](=[O:18])[CH:16]=[CH2:17])[CH:11]=[CH:12][CH:13]=2)[C:5]([Cl:19])=[CH:4][N:3]=1.[NH2:20][C:21]1[CH:22]=[CH:23][C:24]([N:28]2[CH2:33][CH2:32][O:31][CH2:30][CH2:29]2)=[C:25]([OH:27])[CH:26]=1.C(=O)([O-])[O-].[K+].[K+]. Given the product [Cl:19][C:5]1[C:6]([C:8]2[CH:9]=[C:10]([NH:14][C:15](=[O:18])[CH:16]=[CH2:17])[CH:11]=[CH:12][CH:13]=2)=[N:7][C:2]([NH:20][C:21]2[CH:22]=[CH:23][C:24]([N:28]3[CH2:29][CH2:30][O:31][CH2:32][CH2:33]3)=[C:25]([OH:27])[CH:26]=2)=[N:3][CH:4]=1, predict the reactants needed to synthesize it. (3) Given the product [CH2:15]([N:22]1[C:30]2[C:29]([O:14][C:5]3[C:4]([CH3:3])=[CH:9][C:8]([N+:10]([O-:12])=[O:11])=[CH:7][C:6]=3[CH3:13])=[N:28][C:27]([Cl:32])=[N:26][C:25]=2[CH:24]=[CH:23]1)[C:16]1[CH:17]=[CH:18][CH:19]=[CH:20][CH:21]=1, predict the reactants needed to synthesize it. The reactants are: [H-].[Na+].[CH3:3][C:4]1[CH:9]=[C:8]([N+:10]([O-:12])=[O:11])[CH:7]=[C:6]([CH3:13])[C:5]=1[OH:14].[CH2:15]([N:22]1[C:30]2[C:29](Cl)=[N:28][C:27]([Cl:32])=[N:26][C:25]=2[CH:24]=[CH:23]1)[C:16]1[CH:21]=[CH:20][CH:19]=[CH:18][CH:17]=1. (4) Given the product [Br:1][C:2]1[CH:3]=[CH:4][C:5]2[N:17]=[C:18]([NH:30][CH:26]3[C:27]4[C:23](=[CH:22][C:21]([F:20])=[CH:29][CH:28]=4)[CH2:24][CH2:25]3)[O:8][CH2:7][C:6]=2[CH:16]=1, predict the reactants needed to synthesize it. The reactants are: [Br:1][C:2]1[CH:3]=[CH:4][C:5]([N:17]=[C:18]=S)=[C:6]([CH:16]=1)[CH2:7][O:8][Si](C(C)(C)C)(C)C.[F:20][C:21]1[CH:22]=[C:23]2[C:27](=[CH:28][CH:29]=1)[CH:26]([NH2:30])[CH2:25][CH2:24]2. (5) Given the product [CH3:1][O:2][C:3]1[CH:4]=[C:5]2[C:9](=[CH:10][CH:11]=1)[NH:8][CH:7]=[C:6]2[CH2:12][CH2:13][N:14]1[CH:18]=[C:17]([NH2:19])[CH:16]=[N:15]1, predict the reactants needed to synthesize it. The reactants are: [CH3:1][O:2][C:3]1[CH:4]=[C:5]2[C:9](=[CH:10][CH:11]=1)[NH:8][CH:7]=[C:6]2[CH2:12][CH2:13][N:14]1[CH:18]=[C:17]([N+:19]([O-])=O)[CH:16]=[N:15]1. (6) Given the product [S:25]1[CH:16]=[CH:15][N:23]=[C:24]1[NH:14][CH:11]1[CH2:12][CH2:13][N:8]([C:1]([O:3][C:4]([CH3:7])([CH3:6])[CH3:5])=[O:2])[CH2:9][CH2:10]1, predict the reactants needed to synthesize it. The reactants are: [C:1]([N:8]1[CH2:13][CH2:12][CH:11]([NH2:14])[CH2:10][CH2:9]1)([O:3][C:4]([CH3:7])([CH3:6])[CH3:5])=[O:2].[C:15]([N:23]=[C:24]=[S:25])(=O)[C:16]1C=CC=CC=1.